This data is from Merck oncology drug combination screen with 23,052 pairs across 39 cell lines. The task is: Regression. Given two drug SMILES strings and cell line genomic features, predict the synergy score measuring deviation from expected non-interaction effect. Drug 1: CC(C)CC(NC(=O)C(Cc1ccccc1)NC(=O)c1cnccn1)B(O)O. Drug 2: Cc1nc(Nc2ncc(C(=O)Nc3c(C)cccc3Cl)s2)cc(N2CCN(CCO)CC2)n1. Cell line: NCIH460. Synergy scores: synergy=36.8.